This data is from NCI-60 drug combinations with 297,098 pairs across 59 cell lines. The task is: Regression. Given two drug SMILES strings and cell line genomic features, predict the synergy score measuring deviation from expected non-interaction effect. (1) Drug 1: CCC(=C(C1=CC=CC=C1)C2=CC=C(C=C2)OCCN(C)C)C3=CC=CC=C3.C(C(=O)O)C(CC(=O)O)(C(=O)O)O. Synergy scores: CSS=6.69, Synergy_ZIP=3.86, Synergy_Bliss=1.69, Synergy_Loewe=-5.47, Synergy_HSA=1.90. Drug 2: CC1=C2C(C(=O)C3(C(CC4C(C3C(C(C2(C)C)(CC1OC(=O)C(C(C5=CC=CC=C5)NC(=O)C6=CC=CC=C6)O)O)OC(=O)C7=CC=CC=C7)(CO4)OC(=O)C)O)C)OC(=O)C. Cell line: MALME-3M. (2) Drug 1: CN1CCC(CC1)COC2=C(C=C3C(=C2)N=CN=C3NC4=C(C=C(C=C4)Br)F)OC. Drug 2: COC1=CC(=CC(=C1O)OC)C2C3C(COC3=O)C(C4=CC5=C(C=C24)OCO5)OC6C(C(C7C(O6)COC(O7)C8=CC=CS8)O)O. Cell line: SF-539. Synergy scores: CSS=43.0, Synergy_ZIP=-1.55, Synergy_Bliss=-1.71, Synergy_Loewe=-7.47, Synergy_HSA=-0.146. (3) Drug 1: C1=CC(=C2C(=C1NCCNCCO)C(=O)C3=C(C=CC(=C3C2=O)O)O)NCCNCCO. Drug 2: B(C(CC(C)C)NC(=O)C(CC1=CC=CC=C1)NC(=O)C2=NC=CN=C2)(O)O. Cell line: HOP-62. Synergy scores: CSS=17.8, Synergy_ZIP=-5.38, Synergy_Bliss=-8.21, Synergy_Loewe=-10.3, Synergy_HSA=-9.41. (4) Drug 1: CCC1=CC2CC(C3=C(CN(C2)C1)C4=CC=CC=C4N3)(C5=C(C=C6C(=C5)C78CCN9C7C(C=CC9)(C(C(C8N6C)(C(=O)OC)O)OC(=O)C)CC)OC)C(=O)OC.C(C(C(=O)O)O)(C(=O)O)O. Drug 2: CC=C1C(=O)NC(C(=O)OC2CC(=O)NC(C(=O)NC(CSSCCC=C2)C(=O)N1)C(C)C)C(C)C. Cell line: DU-145. Synergy scores: CSS=55.5, Synergy_ZIP=-0.490, Synergy_Bliss=0.0514, Synergy_Loewe=-16.3, Synergy_HSA=3.01. (5) Cell line: HOP-62. Drug 2: CN(C)C1=NC(=NC(=N1)N(C)C)N(C)C. Synergy scores: CSS=-10.4, Synergy_ZIP=5.45, Synergy_Bliss=-0.610, Synergy_Loewe=-7.97, Synergy_HSA=-9.65. Drug 1: C1CCN(CC1)CCOC2=CC=C(C=C2)C(=O)C3=C(SC4=C3C=CC(=C4)O)C5=CC=C(C=C5)O.